From a dataset of Catalyst prediction with 721,799 reactions and 888 catalyst types from USPTO. Predict which catalyst facilitates the given reaction. (1) Reactant: C([Si](C)(C)[O:6][CH2:7][CH2:8][C:9]1([CH2:31][CH2:32][CH3:33])[C:14]2[NH:15][C:16]3[C:21]([C:13]=2[CH2:12][CH2:11][O:10]1)=[C:20]([C:22]([N:24]1[CH2:29][CH2:28][O:27][CH2:26][CH2:25]1)=[O:23])[CH:19]=[CH:18][C:17]=3[F:30])(C)(C)C.CCCC[N+](CCCC)(CCCC)CCCC.[F-]. Product: [F:30][C:17]1[CH:18]=[CH:19][C:20]([C:22]([N:24]2[CH2:25][CH2:26][O:27][CH2:28][CH2:29]2)=[O:23])=[C:21]2[C:16]=1[NH:15][C:14]1[C:9]([CH2:8][CH2:7][OH:6])([CH2:31][CH2:32][CH3:33])[O:10][CH2:11][CH2:12][C:13]2=1. The catalyst class is: 49. (2) The catalyst class is: 10. Product: [CH3:1][O:2][C:3]1[CH:8]=[CH:7][CH:6]=[CH:5][C:4]=1[N:9]1[CH2:10][CH2:11][N:12]([CH2:15][CH:16]2[CH2:21][CH2:20][CH2:19][N:18]([CH2:23][CH2:24][C:25]3[C:33]4[C:28](=[CH:29][CH:30]=[CH:31][CH:32]=4)[NH:27][CH:26]=3)[CH2:17]2)[CH2:13][CH2:14]1. Reactant: [CH3:1][O:2][C:3]1[CH:8]=[CH:7][CH:6]=[CH:5][C:4]=1[N:9]1[CH2:14][CH2:13][N:12]([CH2:15][CH:16]2[CH2:21][CH2:20][CH2:19][NH:18][CH2:17]2)[CH2:11][CH2:10]1.Br[CH2:23][CH2:24][C:25]1[C:33]2[C:28](=[CH:29][CH:30]=[CH:31][CH:32]=2)[NH:27][CH:26]=1.C(=O)([O-])[O-].[K+].[K+].O. (3) The catalyst class is: 29. Reactant: [CH3:1][O:2][C:3]1[N:8]=[C:7]([CH2:9][C:10]#N)[C:6]([N+:12]([O-])=O)=[CH:5][CH:4]=1. Product: [CH3:1][O:2][C:3]1[N:8]=[C:7]2[CH:9]=[CH:10][NH:12][C:6]2=[CH:5][CH:4]=1. (4) Reactant: N1C=CC=N1.[C:6]1(=O)[NH:10][C:9](=O)[CH:8]=[CH:7]1.[H][H].Br[C:16]1[C:17]([O:19][C:20](=O)[CH:21]=1)=O.[C:23](O)(=[O:25])C. Product: [CH3:23][O:25][C:16]1[CH:21]=[C:20]([O:19][CH3:17])[CH:6]=[CH:7][C:8]=1[CH2:9][NH2:10]. The catalyst class is: 152. (5) Reactant: [OH:1][C:2]([C:4]([F:7])([F:6])[F:5])=[O:3].[CH2:8]([C:15]1[CH:19]=[C:18]([CH:20]2[CH2:25][CH2:24][N:23](C(OC(C)(C)C)=O)[CH2:22][CH2:21]2)[NH:17][N:16]=1)[C:9]1[CH:14]=[CH:13][CH:12]=[CH:11][CH:10]=1.C1(OC)C=CC=CC=1.[C:41]([OH:47])([C:43]([F:46])([F:45])[F:44])=[O:42]. Product: [OH:3][C:2]([C:4]([F:7])([F:6])[F:5])=[O:1].[OH:47][C:41]([C:43]([F:46])([F:45])[F:44])=[O:42].[CH2:8]([C:15]1[CH:19]=[C:18]([CH:20]2[CH2:25][CH2:24][NH:23][CH2:22][CH2:21]2)[NH:17][N:16]=1)[C:9]1[CH:14]=[CH:13][CH:12]=[CH:11][CH:10]=1. The catalyst class is: 2. (6) Reactant: [C:1]([OH:13])(=[O:12])[CH2:2][C:3]([CH2:8][C:9]([OH:11])=[O:10])([C:5]([OH:7])=[O:6])[OH:4].O1[B:19]([C@@H:20]([NH:25][C:26](=[O:39])[CH2:27][NH:28][C:29](=[O:38])[C:30]2[CH:35]=[C:34]([Cl:36])[CH:33]=[CH:32][C:31]=2[Cl:37])[CH2:21][CH:22]([CH3:24])[CH3:23])O[B:19]([C@@H:20]([NH:25][C:26](=[O:39])[CH2:27][NH:28][C:29](=[O:38])[C:30]2[CH:35]=[C:34]([Cl:36])[CH:33]=[CH:32][C:31]=2[Cl:37])[CH2:21][CH:22]([CH3:24])[CH3:23])O[B:19]1[C@@H:20]([NH:25][C:26](=[O:39])[CH2:27][NH:28][C:29](=[O:38])[C:30]1[CH:35]=[C:34]([Cl:36])[CH:33]=[CH:32][C:31]=1[Cl:37])[CH2:21][CH:22]([CH3:24])[CH3:23]. Product: [Cl:37][C:31]1[CH:32]=[CH:33][C:34]([Cl:36])=[CH:35][C:30]=1[C:29]([NH:28][CH2:27][C:26]([NH:25][C@H:20]([B:19]1[O:4][C:3]([CH2:2][C:1]([OH:13])=[O:12])([CH2:8][C:9]([OH:11])=[O:10])[C:5](=[O:7])[O:6]1)[CH2:21][CH:22]([CH3:24])[CH3:23])=[O:39])=[O:38]. The catalyst class is: 25. (7) Reactant: [CH3:1][Si:2]([CH3:22])([CH3:21])[CH2:3][CH2:4][O:5][C:6](=[O:20])[CH:7]([CH2:16][CH2:17][S:18][CH3:19])[NH:8]C(OC(C)(C)C)=O.FC(F)(F)C(O)=O.C(=O)([O-])O.[Na+]. Product: [CH3:22][Si:2]([CH3:1])([CH3:21])[CH2:3][CH2:4][O:5][C:6](=[O:20])[CH:7]([CH2:16][CH2:17][S:18][CH3:19])[NH2:8]. The catalyst class is: 46.